This data is from Reaction yield outcomes from USPTO patents with 853,638 reactions. The task is: Predict the reaction yield, written as a fraction of the theoretical maximum amount of product (1.0 means a 100% yield; for example, 0.34 means a 34% yield). (1) The catalyst is O1CCCC1. The yield is 0.790. The product is [Cl:18][C:1]1[NH:2][C:10]([C:11]2[CH:16]=[CH:15][CH:14]=[CH:13][CH:12]=2)=[CH:9][C:3]=1[C:4]([O:6][CH2:7][CH3:8])=[O:5]. The reactants are [C:1]([CH:3]([CH2:9][C:10](=O)[C:11]1[CH:16]=[CH:15][CH:14]=[CH:13][CH:12]=1)[C:4]([O:6][CH2:7][CH3:8])=[O:5])#[N:2].[ClH:18]. (2) The reactants are [F:1][C:2]([F:13])([F:12])[C:3]1[CH:8]=[CH:7][C:6](B(O)O)=[CH:5][CH:4]=1.C1(P(C2C=CC=CC=2)C2C=CC=CC=2)C=CC=CC=1.Cl[C:34]1[CH:39]=[CH:38][N+:37]([O-:40])=[CH:36][CH:35]=1. The catalyst is COCCOC.C([O-])([O-])=O.[K+].[K+].C([O-])(=O)C.[Pd+2].C([O-])(=O)C. The product is [F:1][C:2]([F:13])([F:12])[C:3]1[CH:8]=[CH:7][C:6]([C:34]2[CH:39]=[CH:38][N+:37]([O-:40])=[CH:36][CH:35]=2)=[CH:5][CH:4]=1. The yield is 0.250. (3) The yield is 0.890. The catalyst is O1CCCC1. The product is [Cl:19][C:20]1[C:28]2[N:27]=[C:26]3[N:29]([C:33]4[C:34]([CH3:43])=[N:35][C:36]([CH:40]5[CH2:41][CH2:42]5)=[N:37][C:38]=4[CH3:39])[CH2:30][CH2:31][CH2:32][N:25]3[C:24]=2[C:23]([CH:44]([OH:45])[C:48]([F:51])([F:50])[F:49])=[CH:22][CH:21]=1. The reactants are [F-].C([N+](CCCC)(CCCC)CCCC)CCC.[Cl:19][C:20]1[CH:21]=[CH:22][C:23]([CH:44]=[O:45])=[C:24]2[C:28]=1[N:27]=[C:26]1[N:29]([C:33]3[C:34]([CH3:43])=[N:35][C:36]([CH:40]4[CH2:42][CH2:41]4)=[N:37][C:38]=3[CH3:39])[CH2:30][CH2:31][CH2:32][N:25]21.C[Si](C)(C)[C:48]([F:51])([F:50])[F:49].Cl.C(=O)([O-])O.[Na+].